Dataset: NCI-60 drug combinations with 297,098 pairs across 59 cell lines. Task: Regression. Given two drug SMILES strings and cell line genomic features, predict the synergy score measuring deviation from expected non-interaction effect. Drug 1: CCCCCOC(=O)NC1=NC(=O)N(C=C1F)C2C(C(C(O2)C)O)O. Drug 2: CC1CCC2CC(C(=CC=CC=CC(CC(C(=O)C(C(C(=CC(C(=O)CC(OC(=O)C3CCCCN3C(=O)C(=O)C1(O2)O)C(C)CC4CCC(C(C4)OC)O)C)C)O)OC)C)C)C)OC. Cell line: NCI-H226. Synergy scores: CSS=0.850, Synergy_ZIP=-0.429, Synergy_Bliss=-0.729, Synergy_Loewe=-2.63, Synergy_HSA=-1.24.